From a dataset of Reaction yield outcomes from USPTO patents with 853,638 reactions. Predict the reaction yield, written as a fraction of the theoretical maximum amount of product (1.0 means a 100% yield; for example, 0.34 means a 34% yield). (1) The reactants are C1[O:9][C:8]2[CH:7]=[CH:6][C:5]([C:10]([CH:12]([C:14]3[CH:19]=[CH:18][C:17]4[O:20]C[O:22][C:16]=4[CH:15]=3)O)=O)=[CH:4][C:3]=2[O:2]1. The catalyst is CO.[OH-].[OH-].[Pd+2]. The product is [OH:2][C:3]1[CH:4]=[C:5]([CH2:10][CH2:12][C:14]2[CH:19]=[CH:18][C:17]([OH:20])=[C:16]([OH:22])[CH:15]=2)[CH:6]=[CH:7][C:8]=1[OH:9]. The yield is 0.680. (2) The reactants are Cl[CH2:2][CH2:3][CH2:4][CH2:5][C:6]#[N:7].[NH:8]1[CH2:13][CH2:12][CH2:11][CH2:10][CH2:9]1.C(=O)([O-])[O-].[K+].[K+].[I-].[K+].[H-].[Al+3].[Li+].[H-].[H-].[H-].[Na].C(C(C(C([O-])=O)O)O)([O-])=O.[K+].[K+]. The catalyst is C(O)C.O1CCCC1.O. The product is [N:7]1([CH2:13][CH2:12][CH2:11][CH2:10][CH2:9][NH2:8])[CH2:6][CH2:5][CH2:4][CH2:3][CH2:2]1. The yield is 0.590.